Predict the reaction yield, written as a fraction of the theoretical maximum amount of product (1.0 means a 100% yield; for example, 0.34 means a 34% yield). From a dataset of Reaction yield outcomes from USPTO patents with 853,638 reactions. (1) The reactants are [Cl:1][C:2]1[CH:10]=[CH:9][C:5]([C:6](Cl)=[O:7])=[CH:4][C:3]=1[OH:11].[OH-].[NH4+:13]. The catalyst is O. The product is [Cl:1][C:2]1[CH:10]=[CH:9][C:5]([C:6]([NH2:13])=[O:7])=[CH:4][C:3]=1[OH:11]. The yield is 0.860. (2) The reactants are [Br:1][C:2]1[CH:3]=[CH:4][C:5]2[N:6]([CH2:16][CH:17]3[O:21][C:20](=[O:22])[NH:19][CH2:18]3)[C:7]3[C:12]([C:13]=2[CH:14]=1)=[CH:11][C:10]([Br:15])=[CH:9][CH:8]=3.I[C:24]1[CH:29]=[CH:28][CH:27]=[CH:26][N:25]=1.C([O-])([O-])=O.[K+].[K+].C(Cl)Cl.CCOC(C)=O. The catalyst is CS(C)=O.CCOC(C)=O.[Cu]I. The product is [Br:15][C:10]1[CH:9]=[CH:8][C:7]2[N:6]([CH2:16][CH:17]3[O:21][C:20](=[O:22])[N:19]([C:24]4[CH:29]=[CH:28][CH:27]=[CH:26][N:25]=4)[CH2:18]3)[C:5]3[C:13]([C:12]=2[CH:11]=1)=[CH:14][C:2]([Br:1])=[CH:3][CH:4]=3. The yield is 0.794. (3) The reactants are Cl[C:2]1[N:7]=[C:6]([O:8][C:9]2[CH:35]=[CH:34][CH:33]=[CH:32][C:10]=2[CH2:11][NH:12][C:13]([NH:15][C:16]2[N:20]([C:21]3[CH:26]=[CH:25][C:24]([CH3:27])=[CH:23][CH:22]=3)[N:19]=[C:18]([C:28]([CH3:31])([CH3:30])[CH3:29])[CH:17]=2)=[O:14])[CH:5]=[CH:4][N:3]=1.C(=O)([O-])[O-].[Na+].[Na+].[CH3:42][N:43]1[CH2:48][CH2:47][NH:46][CH2:45][CH2:44]1. The catalyst is C(O)C. The product is [CH3:42][N:43]1[CH2:48][CH2:47][N:46]([C:2]2[N:7]=[C:6]([O:8][C:9]3[CH:35]=[CH:34][CH:33]=[CH:32][C:10]=3[CH2:11][NH:12][C:13]([NH:15][C:16]3[N:20]([C:21]4[CH:22]=[CH:23][C:24]([CH3:27])=[CH:25][CH:26]=4)[N:19]=[C:18]([C:28]([CH3:29])([CH3:31])[CH3:30])[CH:17]=3)=[O:14])[CH:5]=[CH:4][N:3]=2)[CH2:45][CH2:44]1. The yield is 0.580. (4) The reactants are [C:1]([C:4]1[CH:5]=[C:6]2[C:10](=[CH:11][CH:12]=1)[NH:9][C:8](=[O:13])[CH2:7]2)(=[O:3])[CH3:2].[NH:14]1[C:22]2[C:17](=[CH:18][CH:19]=[CH:20][CH:21]=2)[CH:16]=[C:15]1[CH:23]=O.N1CCCCC1. The catalyst is C(O)C. The product is [C:1]([C:4]1[CH:5]=[C:6]2[C:10](=[CH:11][CH:12]=1)[NH:9][C:8](=[O:13])[C:7]2=[CH:23][C:15]1[NH:14][C:22]2[C:17]([CH:16]=1)=[CH:18][CH:19]=[CH:20][CH:21]=2)(=[O:3])[CH3:2]. The yield is 0.880.